This data is from Retrosynthesis with 50K atom-mapped reactions and 10 reaction types from USPTO. The task is: Predict the reactants needed to synthesize the given product. The reactants are: C=CC[C@@]1(C)C[C@H](c2cccc(Cl)c2)[C@@H](c2ccc(Cl)cc2)N([C@@H](CC)C(C)=O)C1=O.C[Si](C)(C)[N-][Si](C)(C)C. Given the product C=CC[C@@]1(C)C[C@H](c2cccc(Cl)c2)[C@@H](c2ccc(Cl)cc2)N([C@@H](CC)C(C)=COC)C1=O, predict the reactants needed to synthesize it.